Task: Predict the product of the given reaction.. Dataset: Forward reaction prediction with 1.9M reactions from USPTO patents (1976-2016) (1) Given the reactants [CH3:1][O:2][C:3]1[C:8]2=[CH:9][CH:10]=[C:11]3[C:20]([N:19]=[C:18]4[C:13]([CH:14]=[CH:15][CH:16]=[C:17]4[C:21]([OH:23])=O)=[N:12]3)=[C:7]2[CH:6]=[CH:5][CH:4]=1.Cl.[NH2:25][C@@H:26]([CH2:30][N:31]([CH2:34]C)[CH2:32]C)[C@@H:27]([OH:29])[CH3:28], predict the reaction product. The product is: [CH3:32][N:31]([CH2:30][C@H:26]([NH:25][C:21]([C:17]1[C:18]2[C:13](=[N:12][C:11]3[C:20]([N:19]=2)=[C:7]2[CH:6]=[CH:5][CH:4]=[C:3]([O:2][CH3:1])[C:8]2=[CH:9][CH:10]=3)[CH:14]=[CH:15][CH:16]=1)=[O:23])[C@@H:27]([OH:29])[CH3:28])[CH3:34]. (2) Given the reactants C([N:8]([CH2:33][C@H:34]([OH:56])[CH2:35][O:36][C:37]1[CH:42]=[CH:41][C:40]([O:43]CC2C=CC=CC=2)=[C:39]([NH:51][S:52]([CH3:55])(=[O:54])=[O:53])[CH:38]=1)[C@H:9]1[CH2:14][CH2:13][C@H:12]([C:15]2[CH:32]=[CH:31][C:18]([C:19]([NH:21][C@@H:22]([CH:28]([CH3:30])[CH3:29])[C:23]([O:25][CH2:26][CH3:27])=[O:24])=[O:20])=[CH:17][CH:16]=2)[CH2:11][CH2:10]1)C1C=CC=CC=1, predict the reaction product. The product is: [OH:56][C@H:34]([CH2:35][O:36][C:37]1[CH:42]=[CH:41][C:40]([OH:43])=[C:39]([NH:51][S:52]([CH3:55])(=[O:54])=[O:53])[CH:38]=1)[CH2:33][NH:8][C@H:9]1[CH2:10][CH2:11][C@H:12]([C:15]2[CH:32]=[CH:31][C:18]([C:19]([NH:21][C@H:22]([C:23]([O:25][CH2:26][CH3:27])=[O:24])[CH:28]([CH3:30])[CH3:29])=[O:20])=[CH:17][CH:16]=2)[CH2:13][CH2:14]1. (3) Given the reactants [Cl:1][C:2]1[C:3]([N:10]2[CH2:15][CH2:14][CH:13]([O:16][C:17]3[CH:22]=[CH:21][C:20]([N:23]4[CH:27]([CH2:28][C:29]#[N:30])[CH:26]([CH2:31][CH3:32])[C:25]([C:33]([F:36])([F:35])[F:34])=[N:24]4)=[CH:19][CH:18]=3)[CH:12]([CH3:37])[CH2:11]2)=[CH:4][C:5]([O:8][CH3:9])=[N:6][CH:7]=1.C(C1C(CC#N)N(C2C=CC(O)=CC=2)N=C1C(F)(F)F)C.ClC1C(N2CC[C@H](O)[C@H](C)C2)=CC(OC)=NC=1.C1(P(C2C=CC=CC=2)C2C=CC=CC=2)C=CC=CC=1.N(/C(OC(C)(C)C)=O)=N\C(OC(C)(C)C)=O.C([O-])(O)=O.[Na+], predict the reaction product. The product is: [Cl:1][C:2]1[C:3]([N:10]2[CH2:15][CH2:14][CH:13]([O:16][C:17]3[CH:22]=[CH:21][C:20]([N:23]4[C@@H:27]([CH2:28][C:29]#[N:30])[C@H:26]([CH2:31][CH3:32])[C:25]([C:33]([F:36])([F:34])[F:35])=[N:24]4)=[CH:19][CH:18]=3)[CH:12]([CH3:37])[CH2:11]2)=[CH:4][C:5]([O:8][CH3:9])=[N:6][CH:7]=1. (4) Given the reactants [N+:1]([C:4]1[CH:5]=[CH:6][C:7]([NH:10][CH2:11][CH2:12][NH2:13])=[N:8][CH:9]=1)([O-:3])=[O:2].[F:14][C:15]1[CH:20]=[C:19]([F:21])[CH:18]=[CH:17][C:16]=1[C:22](=O)[CH2:23]Cl.[NH:26]1[CH:30]=[CH:29][N:28]=[CH:27]1, predict the reaction product. The product is: [F:14][C:15]1[CH:20]=[C:19]([F:21])[CH:18]=[CH:17][C:16]=1[C:22]1[C:23]([C:27]2[NH:26][CH:30]=[CH:29][N:28]=2)=[CH:9][N:8]=[C:7]([NH:13][CH2:12][CH2:11][NH:10][C:7]2[CH:6]=[CH:5][C:4]([N+:1]([O-:3])=[O:2])=[CH:9][N:8]=2)[N:10]=1. (5) The product is: [F:9][C:10]1[CH:11]=[C:12]([N:24]2[CH2:28][C@H:27]([CH2:29][NH:30][C:1](=[S:3])[CH3:2])[O:26][C:25]2=[O:31])[CH:13]=[CH:14][C:15]=1[CH:16]1[CH2:17][CH2:18][S:19](=[O:22])(=[O:23])[CH2:20][CH2:21]1. Given the reactants [C:1](SCC)(=[S:3])[CH3:2].[F-].[Na+].[F:9][C:10]1[CH:11]=[C:12]([N:24]2[CH2:28][C@H:27]([CH2:29][NH2:30])[O:26][C:25]2=[O:31])[CH:13]=[CH:14][C:15]=1[CH:16]1[CH2:21][CH2:20][S:19](=[O:23])(=[O:22])[CH2:18][CH2:17]1.[OH-].[K+], predict the reaction product.